This data is from NCI-60 drug combinations with 297,098 pairs across 59 cell lines. The task is: Regression. Given two drug SMILES strings and cell line genomic features, predict the synergy score measuring deviation from expected non-interaction effect. (1) Drug 1: CC1=C(C(=CC=C1)Cl)NC(=O)C2=CN=C(S2)NC3=CC(=NC(=N3)C)N4CCN(CC4)CCO. Drug 2: CCCCC(=O)OCC(=O)C1(CC(C2=C(C1)C(=C3C(=C2O)C(=O)C4=C(C3=O)C=CC=C4OC)O)OC5CC(C(C(O5)C)O)NC(=O)C(F)(F)F)O. Cell line: RXF 393. Synergy scores: CSS=36.9, Synergy_ZIP=2.87, Synergy_Bliss=7.01, Synergy_Loewe=3.39, Synergy_HSA=6.08. (2) Drug 1: CNC(=O)C1=CC=CC=C1SC2=CC3=C(C=C2)C(=NN3)C=CC4=CC=CC=N4. Drug 2: CC1=C(C(=CC=C1)Cl)NC(=O)C2=CN=C(S2)NC3=CC(=NC(=N3)C)N4CCN(CC4)CCO. Cell line: SF-268. Synergy scores: CSS=12.4, Synergy_ZIP=1.48, Synergy_Bliss=2.42, Synergy_Loewe=0.146, Synergy_HSA=0.885.